The task is: Binary Classification. Given a T-cell receptor sequence (or CDR3 region) and an epitope sequence, predict whether binding occurs between them.. This data is from TCR-epitope binding with 47,182 pairs between 192 epitopes and 23,139 TCRs. (1) The epitope is MMISAGFSL. The TCR CDR3 sequence is CASSQGYNTDTQYF. Result: 0 (the TCR does not bind to the epitope). (2) The epitope is KLSALGINAV. The TCR CDR3 sequence is CASSYLGSGANVLTF. Result: 1 (the TCR binds to the epitope). (3) The epitope is RLDKVEAEV. The TCR CDR3 sequence is CASSVGTNYEQYF. Result: 0 (the TCR does not bind to the epitope). (4) The epitope is QARQMVQAMRTIGTHP. The TCR CDR3 sequence is CASSLSGVTEAFF. Result: 0 (the TCR does not bind to the epitope). (5) The epitope is ARMILMTHF. The TCR CDR3 sequence is CSVEAGGLTEAFF. Result: 0 (the TCR does not bind to the epitope).